Dataset: Forward reaction prediction with 1.9M reactions from USPTO patents (1976-2016). Task: Predict the product of the given reaction. (1) Given the reactants [CH2:1]([N:8]1[C:20]2[CH:19]=[C:18]3[C:13]([CH:14]=[CH:15][N:16]=[C:17]3[N:21]3[CH2:26][CH2:25][NH:24][CH2:23][CH2:22]3)=[CH:12][C:11]=2[CH2:10][CH2:9]1)[C:2]1[CH:7]=[CH:6][CH:5]=[CH:4][CH:3]=1.[F:27][C:28]([F:39])([F:38])[C:29](OC1C=CC=CN=1)=[O:30], predict the reaction product. The product is: [CH2:1]([N:8]1[C:20]2[CH:19]=[C:18]3[C:13]([CH:14]=[CH:15][N:16]=[C:17]3[N:21]3[CH2:22][CH2:23][N:24]([C:29](=[O:30])[C:28]([F:39])([F:38])[F:27])[CH2:25][CH2:26]3)=[CH:12][C:11]=2[CH2:10][CH2:9]1)[C:2]1[CH:7]=[CH:6][CH:5]=[CH:4][CH:3]=1. (2) Given the reactants [NH2:1][C:2]1[CH:3]=[CH:4][C:5]([F:24])=[C:6]([C@:8]23[CH2:15][C@H:14]2[CH2:13][CH2:12][S:11][C:10]([NH:16][C:17](=[O:23])[O:18][C:19]([CH3:22])([CH3:21])[CH3:20])=[N:9]3)[CH:7]=1.[C:25]([C:27]1[CH:28]=[CH:29][C:30]([C:33](O)=[O:34])=[N:31][CH:32]=1)#[N:26], predict the reaction product. The product is: [C:25]([C:27]1[CH:28]=[CH:29][C:30]([C:33]([NH:1][C:2]2[CH:3]=[CH:4][C:5]([F:24])=[C:6]([C@:8]34[CH2:15][C@H:14]3[CH2:13][CH2:12][S:11][C:10]([NH:16][C:17](=[O:23])[O:18][C:19]([CH3:21])([CH3:20])[CH3:22])=[N:9]4)[CH:7]=2)=[O:34])=[N:31][CH:32]=1)#[N:26]. (3) Given the reactants C[O:2][C:3](=O)[C:4]([C:7]1[CH:12]=[C:11]([N+:13]([O-:15])=[O:14])[C:10]([O:16][CH3:17])=[C:9]([N+:18]([O-:20])=[O:19])[CH:8]=1)([CH3:6])[CH3:5].CC(C[AlH]CC(C)C)C.[O-]S([O-])(=O)=O.[Na+].[Na+].[O-]S([O-])(=O)=O.[Mg+2], predict the reaction product. The product is: [CH3:17][O:16][C:10]1[C:9]([N+:18]([O-:20])=[O:19])=[CH:8][C:7]([C:4]([CH3:6])([CH3:5])[CH2:3][OH:2])=[CH:12][C:11]=1[N+:13]([O-:15])=[O:14]. (4) Given the reactants Br[C:2]1[CH:3]=[N:4][CH:5]=[C:6]2[C:11]=1[N:10]=[C:9]([C:12]([NH:14][CH2:15][C:16]1([CH3:22])[CH2:20][CH2:19][C:18](=[O:21])[NH:17]1)=[O:13])[CH:8]=[CH:7]2.[Cl:23][C:24]1[CH:29]=[CH:28][C:27](B(O)O)=[CH:26][CH:25]=1.C(=O)([O-])[O-].[Cs+].[Cs+], predict the reaction product. The product is: [Cl:23][C:24]1[CH:29]=[CH:28][C:27]([C:2]2[CH:3]=[N:4][CH:5]=[C:6]3[C:11]=2[N:10]=[C:9]([C:12]([NH:14][CH2:15][C:16]2([CH3:22])[CH2:20][CH2:19][C:18](=[O:21])[NH:17]2)=[O:13])[CH:8]=[CH:7]3)=[CH:26][CH:25]=1. (5) Given the reactants C(OC([NH:8][C@H:9]([C:30]([O:32]C(C)(C)C)=[O:31])[CH2:10][C@H:11]([CH2:19][C:20]1[CH:25]=[CH:24][C:23]([CH2:26][CH2:27][CH2:28][F:29])=[CH:22][N:21]=1)[C:12]([O:14]C(C)(C)C)=[O:13])=O)(C)(C)C.C1(C)C=CC=CC=1, predict the reaction product. The product is: [F:29][CH2:28][CH2:27][CH2:26][C:23]1[CH:24]=[CH:25][C:20]([CH2:19][C@H:11]([C:12]([OH:14])=[O:13])[CH2:10][C@@H:9]([C:30]([OH:32])=[O:31])[NH2:8])=[N:21][CH:22]=1. (6) The product is: [C:1]([O:5][C:6](=[O:17])[NH:7][CH2:8][CH2:9][CH2:10][C:11](=[O:16])[CH3:18])([CH3:2])([CH3:3])[CH3:4]. Given the reactants [C:1]([O:5][C:6](=[O:17])[NH:7][CH2:8][CH2:9][CH2:10][C:11](=[O:16])N(OC)C)([CH3:4])([CH3:3])[CH3:2].[CH3:18][Mg]Br.OS([O-])(=O)=O.[K+], predict the reaction product. (7) Given the reactants [Br:1][C:2]1[C:7](=[O:8])[N:6]2[CH:9]=[C:10]([F:13])[CH:11]=[CH:12][C:5]2=[N:4][C:3]=1[CH:14]([NH:16]C(=O)OCC1C=CC=CC=1)[CH3:15].B(Br)(Br)Br.O.C(=O)(O)[O-].[Na+], predict the reaction product. The product is: [NH2:16][CH:14]([C:3]1[N:4]=[C:5]2[CH:12]=[CH:11][C:10]([F:13])=[CH:9][N:6]2[C:7](=[O:8])[C:2]=1[Br:1])[CH3:15]. (8) The product is: [Br:1][C:2]1[CH:7]=[C:6]([F:8])[CH:5]=[C:4]([N+:10]([O-:12])=[O:11])[C:3]=1[OH:9]. Given the reactants [Br:1][C:2]1[CH:7]=[C:6]([F:8])[CH:5]=[CH:4][C:3]=1[OH:9].[N+:10]([O-])([O-:12])=[O:11].[Na+], predict the reaction product. (9) Given the reactants [Br:1][C:2]1[C:3]([OH:17])=[C:4]([C:9]([C:11]2[CH:16]=[CH:15][CH:14]=[CH:13][CH:12]=2)=O)[CH:5]=[C:6]([CH3:8])[CH:7]=1.[Si](OCC)(OCC)(OCC)OCC.[CH:31]([C:34]1[CH:40]=[CH:39][CH:38]=[C:37]([CH:41]([CH3:43])[CH3:42])[C:35]=1[NH2:36])([CH3:33])[CH3:32].OS(O)(=O)=O, predict the reaction product. The product is: [Br:1][C:2]1[CH:7]=[C:6]([CH3:8])[CH:5]=[C:4](/[C:9](=[N:36]/[C:35]2[C:37]([CH:41]([CH3:42])[CH3:43])=[CH:38][CH:39]=[CH:40][C:34]=2[CH:31]([CH3:33])[CH3:32])/[C:11]2[CH:16]=[CH:15][CH:14]=[CH:13][CH:12]=2)[C:3]=1[OH:17].